This data is from Forward reaction prediction with 1.9M reactions from USPTO patents (1976-2016). The task is: Predict the product of the given reaction. (1) Given the reactants [Cl:1][C:2]1[CH:7]=[CH:6][C:5]([CH2:8][S:9][CH3:10])=[CH:4][N:3]=1.N#CN.IC1C=CC=C(CC([O-])=[O:23])C=1CC([O-])=O, predict the reaction product. The product is: [Cl:1][C:2]1[CH:7]=[CH:6][C:5]([CH2:8][S:9]([CH3:10])=[O:23])=[CH:4][N:3]=1. (2) Given the reactants Cl.[NH2:2][CH2:3][CH2:4][C:5]1[C:13]2[C:8](=[CH:9][CH:10]=[CH:11][CH:12]=2)[NH:7][CH:6]=1.Br[CH2:15][C:16](=O)[C:17]([O:19][CH2:20][CH3:21])=[O:18].C, predict the reaction product. The product is: [CH2:4]1[C:5]2[C:13]3[CH:12]=[CH:11][CH:10]=[CH:9][C:8]=3[NH:7][C:6]=2[C:16]([C:17]([O:19][CH2:20][CH3:21])=[O:18])=[CH:15][NH:2][CH2:3]1. (3) Given the reactants [F:1][C:2]1[CH:11]=[C:10]2[C:5]([CH:6]=[CH:7][C:8](=[O:15])[N:9]2[CH2:12][CH:13]=C)=[N:4][CH:3]=1.O.I([O-])(=O)(=O)=[O:18].[Na+], predict the reaction product. The product is: [F:1][C:2]1[CH:11]=[C:10]2[C:5]([CH:6]=[CH:7][C:8](=[O:15])[N:9]2[CH2:12][CH:13]=[O:18])=[N:4][CH:3]=1. (4) Given the reactants [C:1](O)([C:3](F)(F)F)=[O:2].[F:8][CH2:9][CH2:10][CH2:11][CH2:12][NH2:13].F[C:15]1[C:16]([N+:21]([O-])=O)=[N:17][CH:18]=[CH:19][CH:20]=1, predict the reaction product. The product is: [F:8][CH2:9][CH2:10][CH2:11][CH2:12][N:13]1[C:15]2[C:16](=[N:17][CH:18]=[CH:19][CH:20]=2)[N:21]=[C:3]1[CH2:1][OH:2]. (5) Given the reactants [CH2:1]([N:3]([CH:28]1[CH2:33][CH2:32][NH:31][CH2:30][CH2:29]1)[C:4]1[C:9]2[CH2:10][CH:11]=[CH:12][CH2:13][CH2:14][CH2:15][C:16]3[CH:25]=[C:24]([CH3:26])[CH2:23][C:22](=[O:27])[C:17]=3[CH2:18][NH:19][C:20](=[O:21])[C:8]=2[CH:7]=[N:6][CH:5]=1)[CH3:2].[BH3-]C#N.[Na+].[CH3:38][C:39]([CH3:41])=O.CC(O)=O, predict the reaction product. The product is: [CH2:1]([N:3]([CH:28]1[CH2:29][CH2:30][N:31]([CH:39]([CH3:41])[CH3:38])[CH2:32][CH2:33]1)[C:4]1[C:9]2[CH2:10][CH:11]=[CH:12][CH2:13][CH2:14][CH2:15][C:16]3[CH:25]=[C:24]([CH3:26])[CH2:23][C:22](=[O:27])[C:17]=3[CH2:18][NH:19][C:20](=[O:21])[C:8]=2[CH:7]=[N:6][CH:5]=1)[CH3:2].